Dataset: Forward reaction prediction with 1.9M reactions from USPTO patents (1976-2016). Task: Predict the product of the given reaction. (1) The product is: [CH2:19]([O:1][C:2]1[C:3]2[CH:14]=[C:13]([C:15]([F:18])([F:16])[F:17])[CH:12]=[CH:11][C:4]=2[S:5][C:6]=1[C:7]([O:9][CH3:10])=[O:8])[CH3:20]. Given the reactants [OH:1][C:2]1[C:3]2[CH:14]=[C:13]([C:15]([F:18])([F:17])[F:16])[CH:12]=[CH:11][C:4]=2[S:5][C:6]=1[C:7]([O:9][CH3:10])=[O:8].[CH2:19](I)[CH3:20].C(=O)([O-])[O-].[K+].[K+].CN(C)C=O, predict the reaction product. (2) Given the reactants [NH2:1][C:2]1[CH:7]=[CH:6][CH:5]=[CH:4][C:3]=1[SH:8].[C:9]([CH2:11][C:12]([O:14][CH2:15][CH3:16])=[O:13])#N, predict the reaction product. The product is: [S:8]1[C:3]2[CH:4]=[CH:5][CH:6]=[CH:7][C:2]=2[N:1]=[C:9]1[CH2:11][C:12]([O:14][CH2:15][CH3:16])=[O:13]. (3) Given the reactants [Cl:1][C:2]1[C:3]([CH:9]2[CH2:11][CH:10]2[C:12]([O:14]CC)=[O:13])=[N:4][CH:5]=[C:6]([Cl:8])[CH:7]=1.[OH-].[Na+], predict the reaction product. The product is: [Cl:1][C:2]1[C:3]([CH:9]2[CH2:11][CH:10]2[C:12]([OH:14])=[O:13])=[N:4][CH:5]=[C:6]([Cl:8])[CH:7]=1. (4) Given the reactants [OH:1][C@@H:2]([C:4]1[N:15]([CH:16]2[CH2:21][CH2:20][N:19](C(OC(C)(C)C)=O)[CH2:18][CH2:17]2)[C:7]2=[C:8]3[S:14][CH:13]=[CH:12][C:9]3=[N:10][CH:11]=[C:6]2[N:5]=1)[CH3:3].[ClH:29].O1CCOCC1, predict the reaction product. The product is: [ClH:29].[NH:19]1[CH2:20][CH2:21][CH:16]([N:15]2[C:7]3=[C:8]4[S:14][CH:13]=[CH:12][C:9]4=[N:10][CH:11]=[C:6]3[N:5]=[C:4]2[C@H:2]([OH:1])[CH3:3])[CH2:17][CH2:18]1.